Task: Predict which catalyst facilitates the given reaction.. Dataset: Catalyst prediction with 721,799 reactions and 888 catalyst types from USPTO Reactant: O[CH2:2][CH2:3][C:4]1[NH:5][C:6]([C:10]2[CH:11]=[C:12]([CH:29]=[CH:30][C:31]=2[CH3:32])[C:13]([N:15]2[CH2:20][CH2:19][CH:18]([C:21]3[CH:28]=[CH:27][C:24]([C:25]#[N:26])=[CH:23][CH:22]=3)[CH2:17][CH2:16]2)=[O:14])=[C:7]([CH3:9])[N:8]=1.S(Cl)([Cl:35])=O. Product: [Cl:35][CH2:2][CH2:3][C:4]1[NH:5][C:6]([C:10]2[CH:11]=[C:12]([CH:29]=[CH:30][C:31]=2[CH3:32])[C:13]([N:15]2[CH2:20][CH2:19][CH:18]([C:21]3[CH:28]=[CH:27][C:24]([C:25]#[N:26])=[CH:23][CH:22]=3)[CH2:17][CH2:16]2)=[O:14])=[C:7]([CH3:9])[N:8]=1. The catalyst class is: 4.